The task is: Predict the product of the given reaction.. This data is from Forward reaction prediction with 1.9M reactions from USPTO patents (1976-2016). (1) Given the reactants [Cl:1][C:2]1[CH:3]=[C:4]([C@@H:8]([C@@H:17]2[CH2:22][CH2:21][CH2:20][N:19]([C:23](=[O:36])[NH:24][CH2:25][C@@H:26]([NH:34][CH3:35])[CH2:27][C@H:28]3[CH2:33][CH2:32][CH2:31][O:30][CH2:29]3)[CH2:18]2)[O:9][CH2:10][CH2:11][NH:12][C:13](=[O:16])[O:14][CH3:15])[CH:5]=[CH:6][CH:7]=1.[C:37]([OH:44])(=[O:43])/[CH:38]=[CH:39]/[C:40]([OH:42])=[O:41], predict the reaction product. The product is: [C:37]([OH:44])(=[O:43])/[CH:38]=[CH:39]/[C:40]([OH:42])=[O:41].[Cl:1][C:2]1[CH:3]=[C:4]([C@@H:8]([C@@H:17]2[CH2:22][CH2:21][CH2:20][N:19]([C:23](=[O:36])[NH:24][CH2:25][C@@H:26]([NH:34][CH3:35])[CH2:27][C@H:28]3[CH2:33][CH2:32][CH2:31][O:30][CH2:29]3)[CH2:18]2)[O:9][CH2:10][CH2:11][NH:12][C:13](=[O:16])[O:14][CH3:15])[CH:5]=[CH:6][CH:7]=1. (2) Given the reactants C1(COC2C(C3N([CH2:17][C:18]4[CH:23]=[CH:22][C:21](CCC(O)=O)=[CH:20][CH:19]=4)C4C=C(F)C(F)=CC=4N=3)=CC=CN=2)CC1.[F:35][C:36]1[C:61]([F:62])=[CH:60][C:39]2[NH:40][C:41]([C:43]3[CH:59]=[CH:58][CH:57]=[CH:56][C:44]=3[CH2:45][O:46][C:47]3[CH:54]=[CH:53][C:50]([C:51]#[N:52])=[C:49]([F:55])[CH:48]=3)=[N:42][C:38]=2[CH:37]=1.BrCC1CCCCC1, predict the reaction product. The product is: [CH:18]1([CH2:17][N:42]2[C:38]3[CH:37]=[C:36]([F:35])[C:61]([F:62])=[CH:60][C:39]=3[N:40]=[C:41]2[C:43]2[CH:59]=[CH:58][CH:57]=[CH:56][C:44]=2[CH2:45][O:46][C:47]2[CH:54]=[CH:53][C:50]([C:51]#[N:52])=[C:49]([F:55])[CH:48]=2)[CH2:23][CH2:22][CH2:21][CH2:20][CH2:19]1. (3) Given the reactants [C:1]([O:5][C:6]([N:8]([CH2:17][C:18]([O:20][C:21]([CH3:24])([CH3:23])[CH3:22])=[O:19])[C:9]1[CH:14]=[CH:13][CH:12]=[C:11](CO)[N:10]=1)=[O:7])([CH3:4])([CH3:3])[CH3:2].[O:25]1[C:29]2[CH:30]=[CH:31][CH:32]=[CH:33][C:28]=2[CH:27]=[C:26]1[CH2:34]NS(C1C=NC=CC=1)(=O)=O.S1C=CN=C1C1C=CC([CH2:54][NH:55][S:56]([C:59]2[CH:60]=[N:61][CH:62]=[CH:63][CH:64]=2)(=[O:58])=[O:57])=CC=1, predict the reaction product. The product is: [O:25]1[C:29]2[CH:30]=[CH:31][CH:32]=[CH:33][C:28]=2[CH:27]=[C:26]1[CH2:34][CH:54]([NH:55][S:56]([C:59]1[CH:60]=[N:61][CH:62]=[CH:63][CH:64]=1)(=[O:58])=[O:57])[C:11]1[N:10]=[C:9]([N:8]([CH2:17][C:18]([O:20][C:21]([CH3:22])([CH3:24])[CH3:23])=[O:19])[C:6]([O:5][C:1]([CH3:4])([CH3:2])[CH3:3])=[O:7])[CH:14]=[CH:13][CH:12]=1. (4) Given the reactants [Cl:1][C:2]1[S:6][C:5]([S:7]([NH2:10])(=[O:9])=[O:8])=[CH:4][CH:3]=1.[C:11](N1C=CN=C1)(N1C=CN=C1)=[O:12].CCN(C(C)C)C(C)C.[Cl:32][C:33]1[C:34]([N:43]2[CH2:48][CH2:47][NH:46][CH2:45][CH2:44]2)=[N:35][CH:36]=[C:37]([CH:42]=1)[C:38]([O:40][CH3:41])=[O:39], predict the reaction product. The product is: [Cl:32][C:33]1[C:34]([N:43]2[CH2:44][CH2:45][N:46]([C:11]([NH:10][S:7]([C:5]3[S:6][C:2]([Cl:1])=[CH:3][CH:4]=3)(=[O:9])=[O:8])=[O:12])[CH2:47][CH2:48]2)=[N:35][CH:36]=[C:37]([CH:42]=1)[C:38]([O:40][CH3:41])=[O:39]. (5) Given the reactants [CH2:1]([O:3][C:4]([C:6]1[CH:10]=[CH:9][NH:8][C:7]=1[C:11]1[CH:16]=[CH:15][CH:14]=[CH:13][CH:12]=1)=[O:5])[CH3:2].[CH3:17][O:18][C:19]1[CH:20]=[C:21]([CH:24]=[CH:25][CH:26]=1)[CH2:22]Br.CN(C=O)C.C(=O)([O-])[O-].[K+].[K+], predict the reaction product. The product is: [CH2:1]([O:3][C:4]([C:6]1[CH:10]=[CH:9][N:8]([CH2:22][C:21]2[CH:24]=[CH:25][CH:26]=[C:19]([O:18][CH3:17])[CH:20]=2)[C:7]=1[C:11]1[CH:16]=[CH:15][CH:14]=[CH:13][CH:12]=1)=[O:5])[CH3:2]. (6) Given the reactants [F:1][C:2]([F:25])([C:15]1[CH:16]=[C:17]2[C:22](=[CH:23][CH:24]=1)[N:21]=[CH:20][CH:19]=[CH:18]2)[C:3]1[N:7]2[N:8]=[C:9]([C:12](=O)[CH3:13])[CH:10]=[CH:11][C:6]2=[N:5][N:4]=1.[NH2:26][N:27]1[CH2:31][C:30](=[O:32])[NH:29][C:28]1=[O:33], predict the reaction product. The product is: [F:1][C:2]([F:25])([C:15]1[CH:16]=[C:17]2[C:22](=[CH:23][CH:24]=1)[N:21]=[CH:20][CH:19]=[CH:18]2)[C:3]1[N:7]2[N:8]=[C:9](/[C:12](=[N:26]/[N:27]3[CH2:31][C:30](=[O:32])[NH:29][C:28]3=[O:33])/[CH3:13])[CH:10]=[CH:11][C:6]2=[N:5][N:4]=1. (7) Given the reactants [NH2:1][C@H:2]([CH2:32][C:33]1[CH:38]=[CH:37][CH:36]=[CH:35][CH:34]=1)[C:3]([N:5]1[CH2:10][CH2:9][CH:8]([N:11]2[C:16](=[O:17])[C:15]([CH2:20][CH3:21])([CH2:18][CH3:19])[CH2:14][C:13]([C:22]3[CH:27]=[CH:26][C:25]([O:28][CH3:29])=[C:24]([O:30][CH3:31])[CH:23]=3)=[N:12]2)[CH2:7][CH2:6]1)=[O:4].[CH:39]1([CH2:42][O:43][C:44]2[CH:52]=[CH:51][C:47]3[O:48][CH2:49][O:50][C:46]=3[C:45]=2[C:53]2[C:54]3[NH:61][CH:60]=[C:59]([C:62](O)=[O:63])[C:55]=3[N:56]=[CH:57][N:58]=2)[CH2:41][CH2:40]1.CCOC(C(C#N)=NOC(N1CCOCC1)=[N+](C)C)=O.F[P-](F)(F)(F)(F)F.CCN(C(C)C)C(C)C, predict the reaction product. The product is: [CH:39]1([CH2:42][O:43][C:44]2[CH:52]=[CH:51][C:47]3[O:48][CH2:49][O:50][C:46]=3[C:45]=2[C:53]2[C:54]3[NH:61][CH:60]=[C:59]([C:62]([NH:1][C@H:2]([CH2:32][C:33]4[CH:38]=[CH:37][CH:36]=[CH:35][CH:34]=4)[C:3]([N:5]4[CH2:6][CH2:7][CH:8]([N:11]5[C:16](=[O:17])[C:15]([CH2:20][CH3:21])([CH2:18][CH3:19])[CH2:14][C:13]([C:22]6[CH:27]=[CH:26][C:25]([O:28][CH3:29])=[C:24]([O:30][CH3:31])[CH:23]=6)=[N:12]5)[CH2:9][CH2:10]4)=[O:4])=[O:63])[C:55]=3[N:56]=[CH:57][N:58]=2)[CH2:40][CH2:41]1. (8) Given the reactants [O:1]1[CH:5]=[CH:4][C:3]([C:6]([NH:8][C:9]2[CH:10]=[CH:11][C:12]([CH3:24])=[C:13]([C:15]3[CH:20]=[CH:19][C:18]([C:21]([OH:23])=O)=[CH:17][CH:16]=3)[CH:14]=2)=[O:7])=[CH:2]1.[OH:25][CH2:26][CH2:27][CH2:28][NH2:29].CN(C(ON1N=NC2C=CC=NC1=2)=[N+](C)C)C.F[P-](F)(F)(F)(F)F.C1C=CC2N(O)N=NC=2C=1.CCN(C(C)C)C(C)C, predict the reaction product. The product is: [OH:25][CH2:26][CH2:27][CH2:28][NH:29][C:21]([C:18]1[CH:17]=[CH:16][C:15]([C:13]2[C:12]([CH3:24])=[CH:11][CH:10]=[C:9]([NH:8][C:6]([C:3]3[CH:4]=[CH:5][O:1][CH:2]=3)=[O:7])[CH:14]=2)=[CH:20][CH:19]=1)=[O:23].